From a dataset of Forward reaction prediction with 1.9M reactions from USPTO patents (1976-2016). Predict the product of the given reaction. Given the reactants [CH2:1]([N:8]1[CH2:12][CH:11]([N:13](C(OC(C)(C)C)=O)[CH2:14][C:15]2[CH:20]=[CH:19][C:18]([F:21])=[CH:17][C:16]=2[F:22])[CH2:10][CH:9]1[C:30](O)=[O:31])[C:2]1[CH:7]=[CH:6][CH:5]=[CH:4][CH:3]=1.[CH3:33][O:34][C:35]1[CH:40]=[CH:39][C:38]([N:41]2[CH2:46][CH2:45][NH:44][CH2:43][CH2:42]2)=[CH:37][CH:36]=1, predict the reaction product. The product is: [CH2:1]([N:8]1[CH2:12][C@@H:11]([NH:13][CH2:14][C:15]2[CH:20]=[CH:19][C:18]([F:21])=[CH:17][C:16]=2[F:22])[CH2:10][C@H:9]1[C:30]([N:44]1[CH2:45][CH2:46][N:41]([C:38]2[CH:37]=[CH:36][C:35]([O:34][CH3:33])=[CH:40][CH:39]=2)[CH2:42][CH2:43]1)=[O:31])[C:2]1[CH:7]=[CH:6][CH:5]=[CH:4][CH:3]=1.